Dataset: Forward reaction prediction with 1.9M reactions from USPTO patents (1976-2016). Task: Predict the product of the given reaction. (1) Given the reactants N[C:2]1[C:7]([C:8]2[CH:13]=[CH:12][C:11]([C:14]([F:17])([F:16])[F:15])=[CH:10][CH:9]=2)=[CH:6][C:5]([C:18]2([C:22]([O:24][CH2:25][CH3:26])=[O:23])[CH2:21][CH2:20][CH2:19]2)=[CH:4][C:3]=1[O:27][CH2:28][C:29]([F:32])([F:31])[F:30].N([O-])=O.[Na+].CC#N.O.[ClH:41], predict the reaction product. The product is: [Cl:41][C:2]1[C:7]([C:8]2[CH:13]=[CH:12][C:11]([C:14]([F:17])([F:16])[F:15])=[CH:10][CH:9]=2)=[CH:6][C:5]([C:18]2([C:22]([O:24][CH2:25][CH3:26])=[O:23])[CH2:21][CH2:20][CH2:19]2)=[CH:4][C:3]=1[O:27][CH2:28][C:29]([F:32])([F:31])[F:30]. (2) Given the reactants [NH2:1][C:2]1[C:3](I)=[CH:4][C:5]([F:18])=[C:6]([C@:8]2([CH3:17])[C:13]([F:15])([F:14])[CH2:12][O:11][C:10]([NH2:16])=[N:9]2)[CH:7]=1.[CH3:20][C:21]1[CH:26]=[CH:25][C:24]([CH2:27][C:28]#[CH:29])=[CH:23][CH:22]=1, predict the reaction product. The product is: [F:14][C:13]1([F:15])[CH2:12][O:11][C:10]([NH2:16])=[N:9][C@@:8]1([C:6]1[CH:7]=[C:2]2[C:3]([CH2:29][C:28]([CH2:27][C:24]3[CH:25]=[CH:26][C:21]([CH3:20])=[CH:22][CH:23]=3)=[N:1]2)=[CH:4][C:5]=1[F:18])[CH3:17]. (3) Given the reactants I[CH2:2][CH3:3].C(=O)([O-])[O-].[K+].[K+].[Br:10][C:11]1[CH:12]=[C:13]2[C:18](=[CH:19][CH:20]=1)[C:17](=[O:21])[NH:16][C:15](=[O:22])/[C:14]/2=[CH:23]\[NH:24][CH2:25][C:26]1[CH:31]=[CH:30][C:29]([OH:32])=[C:28]([OH:33])[CH:27]=1, predict the reaction product. The product is: [Br:10][C:11]1[CH:12]=[C:13]2[C:18](=[CH:19][CH:20]=1)[C:17](=[O:21])[NH:16][C:15](=[O:22])/[C:14]/2=[CH:23]\[NH:24][CH2:25][C:26]1[CH:31]=[CH:30][C:29]([O:32][CH2:2][CH3:3])=[C:28]([OH:33])[CH:27]=1. (4) Given the reactants [Si:1]([O:8][C@H:9]([CH3:36])[C@@H:10]([NH:25][C:26]1[CH:33]=[CH:32][C:29]([C:30]#[N:31])=[C:28]([Cl:34])[C:27]=1[CH3:35])[C:11]1[O:12][C:13]([C:16]2[CH:21]=[CH:20][C:19]([N+:22]([O-])=O)=[CH:18][CH:17]=2)=[N:14][N:15]=1)([C:4]([CH3:7])([CH3:6])[CH3:5])([CH3:3])[CH3:2], predict the reaction product. The product is: [NH2:22][C:19]1[CH:18]=[CH:17][C:16]([C:13]2[O:12][C:11]([C@H:10]([NH:25][C:26]3[CH:33]=[CH:32][C:29]([C:30]#[N:31])=[C:28]([Cl:34])[C:27]=3[CH3:35])[C@H:9]([O:8][Si:1]([C:4]([CH3:6])([CH3:7])[CH3:5])([CH3:3])[CH3:2])[CH3:36])=[N:15][N:14]=2)=[CH:21][CH:20]=1. (5) Given the reactants Br[C:2]1[CH:7]=[CH:6][CH:5]=[CH:4][CH:3]=1.[C:8]1(B(O)O)[CH:13]=[CH:12][CH:11]=[CH:10][CH:9]=1, predict the reaction product. The product is: [C:2]1([C:8]2[CH:13]=[CH:12][CH:11]=[CH:10][CH:9]=2)[CH:7]=[CH:6][CH:5]=[CH:4][CH:3]=1. (6) Given the reactants [Cl:1][C:2]1[CH:30]=[CH:29][C:5]([C:6]([NH:8][C:9]2[N:13]([CH:14]3[CH2:19][CH2:18][CH2:17][N:16]([C:20](=[O:24])[CH2:21][C:22]#[N:23])[CH2:15]3)[C:12]3[CH:25]=[CH:26][CH:27]=[CH:28][C:11]=3[N:10]=2)=[O:7])=[CH:4][CH:3]=1.C(O)(=O)C.N1CCCCC1.[CH:41](=O)[CH:42]([CH3:44])[CH3:43].O, predict the reaction product. The product is: [Cl:1][C:2]1[CH:3]=[CH:4][C:5]([C:6]([NH:8][C:9]2[N:13]([CH:14]3[CH2:19][CH2:18][CH2:17][N:16]([C:20](=[O:24])[C:21]([C:22]#[N:23])=[CH:41][CH:42]([CH3:44])[CH3:43])[CH2:15]3)[C:12]3[CH:25]=[CH:26][CH:27]=[CH:28][C:11]=3[N:10]=2)=[O:7])=[CH:29][CH:30]=1. (7) Given the reactants [ClH:1].Cl.Cl.[O:4]([C:11]1[C:12]([NH:27][C:28]2[S:32][N:31]=[C:30]([CH:33]3[CH2:38][CH2:37][NH:36][CH2:35][CH2:34]3)[N:29]=2)=[N:13][CH:14]=[C:15]([S:17][C:18]2[CH:23]=[CH:22][N:21]=[C:20]3[CH:24]=[CH:25][S:26][C:19]=23)[CH:16]=1)[C:5]1[CH:10]=[CH:9][CH:8]=[CH:7][CH:6]=1.C(N(CC)CC)C.[C:46](OC(=O)C)(=[O:48])[CH3:47].C([O-])(O)=O.[Na+].Cl, predict the reaction product. The product is: [ClH:1].[ClH:1].[O:4]([C:11]1[C:12]([NH:27][C:28]2[S:32][N:31]=[C:30]([CH:33]3[CH2:38][CH2:37][N:36]([C:46](=[O:48])[CH3:47])[CH2:35][CH2:34]3)[N:29]=2)=[N:13][CH:14]=[C:15]([S:17][C:18]2[CH:23]=[CH:22][N:21]=[C:20]3[CH:24]=[CH:25][S:26][C:19]=23)[CH:16]=1)[C:5]1[CH:6]=[CH:7][CH:8]=[CH:9][CH:10]=1.